Dataset: Full USPTO retrosynthesis dataset with 1.9M reactions from patents (1976-2016). Task: Predict the reactants needed to synthesize the given product. Given the product [ClH:16].[CH2:13]([NH:8][O:9][CH2:10][CH2:11][CH3:12])[CH2:14][CH3:15], predict the reactants needed to synthesize it. The reactants are: C([N:8]([CH2:13][CH2:14][CH3:15])[O:9][CH2:10][CH2:11][CH3:12])(OC(C)(C)C)=O.[ClH:16].O1CCOCC1.